Dataset: Full USPTO retrosynthesis dataset with 1.9M reactions from patents (1976-2016). Task: Predict the reactants needed to synthesize the given product. (1) Given the product [Cl:1][C:2]1[N:7]=[C:6]([C:8]([O:14][CH3:13])=[O:9])[C:5]([O:10][CH3:11])=[C:4]([Cl:12])[N:3]=1, predict the reactants needed to synthesize it. The reactants are: [Cl:1][C:2]1[N:7]=[C:6]([CH:8]=[O:9])[C:5]([O:10][CH3:11])=[C:4]([Cl:12])[N:3]=1.[C:13](=O)(O)[O-:14].[Na+].BrBr.N1C=CC=NC=1.S(=O)(O)[O-].[Na+].[Cl-].[Na+]. (2) Given the product [F:24][C:22]1[CH:21]=[CH:20][C:19]([B:25]([OH:29])[OH:26])=[C:18]2[C:23]=1[C@H:15]([O:14][C:12]1[CH:11]=[CH:10][C:9]3[C@H:5]([CH2:4][C:3]([O:2][CH3:1])=[O:34])[CH2:6][O:7][C:8]=3[CH:13]=1)[CH2:16][CH2:17]2, predict the reactants needed to synthesize it. The reactants are: [CH3:1][O:2][C:3](=[O:34])[CH2:4][C@H:5]1[C:9]2[CH:10]=[CH:11][C:12]([O:14][C@H:15]3[C:23]4[C:18](=[C:19]([B:25]5[O:29]C(C)(C)C(C)(C)[O:26]5)[CH:20]=[CH:21][C:22]=4[F:24])[CH2:17][CH2:16]3)=[CH:13][C:8]=2[O:7][CH2:6]1. (3) Given the product [CH3:12][C@H:13]1[NH:14][C@@H:15]([CH3:19])[CH2:16][N:17]([C:8]2[C:7]([F:11])=[CH:6][C:3]([CH:4]=[O:5])=[C:2]([F:1])[CH:9]=2)[CH2:18]1, predict the reactants needed to synthesize it. The reactants are: [F:1][C:2]1[CH:9]=[C:8](F)[C:7]([F:11])=[CH:6][C:3]=1[CH:4]=[O:5].[CH3:12][CH:13]1[CH2:18][NH:17][CH2:16][CH:15]([CH3:19])[NH:14]1. (4) Given the product [Br:1][C:2]1[CH:3]=[N:4][N:5]2[C:10]([N:11]([CH2:19][CH:20]3[CH2:22][CH2:21]3)[C:12](=[O:18])[O:13][C:14]([CH3:17])([CH3:16])[CH3:15])=[CH:9][C:8]([O:24][C:25]3[CH:26]=[N:27][CH:28]=[CH:29][CH:30]=3)=[N:7][C:6]=12, predict the reactants needed to synthesize it. The reactants are: [Br:1][C:2]1[CH:3]=[N:4][N:5]2[C:10]([N:11]([CH2:19][CH:20]3[CH2:22][CH2:21]3)[C:12](=[O:18])[O:13][C:14]([CH3:17])([CH3:16])[CH3:15])=[CH:9][C:8](Cl)=[N:7][C:6]=12.[OH:24][C:25]1[CH:26]=[N:27][CH:28]=[CH:29][CH:30]=1.C1CCN2C(=NCCC2)CC1.O. (5) Given the product [CH2:13]([N:15]1[C:19]2[N:20]=[C:21]([C:30]3[CH:36]=[CH:35][C:33]([NH:34][C:2]([NH:44][C:45]4[CH:46]=[CH:47][C:48]([C:51]([O:53][CH3:54])=[O:52])=[N:49][CH:50]=4)=[O:4])=[CH:32][CH:31]=3)[N:22]=[C:23]([N:24]3[CH2:25][CH2:26][O:27][CH2:28][CH2:29]3)[C:18]=2[N:17]=[N:16]1)[CH3:14], predict the reactants needed to synthesize it. The reactants are: Cl[C:2](Cl)([O:4]C(=O)OC(Cl)(Cl)Cl)Cl.[CH2:13]([N:15]1[C:19]2[N:20]=[C:21]([C:30]3[CH:36]=[CH:35][C:33]([NH2:34])=[CH:32][CH:31]=3)[N:22]=[C:23]([N:24]3[CH2:29][CH2:28][O:27][CH2:26][CH2:25]3)[C:18]=2[N:17]=[N:16]1)[CH3:14].CCN(CC)CC.[NH2:44][C:45]1[CH:46]=[CH:47][C:48]([C:51]([O:53][CH3:54])=[O:52])=[N:49][CH:50]=1. (6) Given the product [CH3:10][O:11][N:12]=[C:13]1[C:21]2[C:16](=[CH:17][C:18]([C:2]3[CH:6]=[CH:5][O:4][C:3]=3[C:7](=[O:9])[CH3:8])=[CH:19][CH:20]=2)[CH2:15][CH2:14]1, predict the reactants needed to synthesize it. The reactants are: Br[C:2]1[CH:6]=[CH:5][O:4][C:3]=1[C:7](=[O:9])[CH3:8].[CH3:10][O:11][N:12]=[C:13]1[C:21]2[C:16](=[CH:17][C:18](B(O)O)=[CH:19][CH:20]=2)[CH2:15][CH2:14]1.C(=O)([O-])[O-].[Na+].[Na+].C1(P(C2C=CC=CC=2)C2C=CC=CC=2)C=CC=CC=1. (7) Given the product [NH2:8][C@@H:12]([CH2:13][CH2:14][CH:15]([C:18]1[CH:19]=[C:20]([F:25])[CH:21]=[C:22]([F:24])[CH:23]=1)[CH2:16][CH3:17])[CH2:11][OH:10], predict the reactants needed to synthesize it. The reactants are: C(OC([N:8]1[C@@H:12]([CH2:13][CH2:14][CH:15]([C:18]2[CH:23]=[C:22]([F:24])[CH:21]=[C:20]([F:25])[CH:19]=2)[CH2:16][CH3:17])[CH2:11][O:10]C1(C)C)=O)(C)(C)C.Cl.